This data is from Blood-brain barrier permeability classification from the B3DB database. The task is: Regression/Classification. Given a drug SMILES string, predict its absorption, distribution, metabolism, or excretion properties. Task type varies by dataset: regression for continuous measurements (e.g., permeability, clearance, half-life) or binary classification for categorical outcomes (e.g., BBB penetration, CYP inhibition). Dataset: b3db_classification. (1) The drug is CCOC(=O)C1(c2ccccc2)CCC=C[C@@H]1N(C)C. The result is 1 (penetrates BBB). (2) The molecule is C=CC[C@@H]1/C=C(\C)C[C@H](C)C[C@H](OC)[C@H]2O[C@@](O)(C(=O)C(=O)N3CCCC[C@H]3C(=O)O[C@H](/C(C)=C/[C@@H]3CC[C@@H](O)[C@H](OC)C3)[C@H](C)[C@@H](O)CC1=O)[C@H](C)C[C@@H]2OC. The result is 0 (does not penetrate BBB).